From a dataset of Tyrosyl-DNA phosphodiesterase HTS with 341,365 compounds. Binary Classification. Given a drug SMILES string, predict its activity (active/inactive) in a high-throughput screening assay against a specified biological target. (1) The molecule is Clc1ncccc1C(OCC(=O)NC1CCC(CC1)C)=O. The result is 0 (inactive). (2) The molecule is S(=O)(=O)(N(CC)CC)c1ccc(cc1)/C=C\C(OCC(=O)NCc1occc1)=O. The result is 0 (inactive). (3) The compound is S(=O)(=O)(N1CCC(CC1)C(=O)Nc1ccc(NC(=O)C)cc1)c1cc2OCCOc2cc1. The result is 0 (inactive). (4) The molecule is S(c1n(c(=O)c2c(n1)cccc2)CC=C)CC(=O)c1sccc1. The result is 0 (inactive). (5) The compound is Clc1c(NC(=O)COC(=O)/C=C\C(OCC)=O)c(Cl)ccc1. The result is 0 (inactive). (6) The compound is On1c2CCc3nonc3c2nc1c1occc1. The result is 0 (inactive). (7) The compound is O(CC(=O)Nc1c(cc(cc1C)C)C)C(=O)c1ccncc1. The result is 0 (inactive).